Dataset: Reaction yield outcomes from USPTO patents with 853,638 reactions. Task: Predict the reaction yield, written as a fraction of the theoretical maximum amount of product (1.0 means a 100% yield; for example, 0.34 means a 34% yield). (1) The reactants are [NH2:1][CH:2]1[CH2:7][CH2:6][N:5]([CH2:8][C:9]2([OH:23])[C:19]3=[C:20]4[C:15](=[CH:16][CH:17]=[C:18]3[F:21])[CH:14]=[CH:13][C:12](=[O:22])[N:11]4[CH2:10]2)[CH2:4][CH2:3]1.NC1CCN(CC2C3=C4C(=CC=C3F)C=CC(=O)N4C2)CC1.[N:46]1[C:51]2[O:52][CH2:53][CH2:54][CH2:55][C:50]=2[CH:49]=[C:48]([CH:56]=O)[N:47]=1.C(O[BH-](OC(=O)C)OC(=O)C)(=O)C.[Na+]. The catalyst is CO.C(Cl)(Cl)Cl. The product is [N:46]1[C:51]2[O:52][CH2:53][CH2:54][CH2:55][C:50]=2[CH:49]=[C:48]([CH2:56][NH:1][CH:2]2[CH2:3][CH2:4][N:5]([CH2:8][C:9]3([OH:23])[C:19]4=[C:20]5[C:15](=[CH:16][CH:17]=[C:18]4[F:21])[CH:14]=[CH:13][C:12](=[O:22])[N:11]5[CH2:10]3)[CH2:6][CH2:7]2)[N:47]=1. The yield is 0.550. (2) The reactants are C([O:5][C:6]([C:8]1[CH:13]=[CH:12][C:11]([O:14][C:15]2[CH:20]=[CH:19][C:18]([NH:21][C:22]([O:24][C:25]([CH3:28])([CH3:27])[CH3:26])=[O:23])=[CH:17][CH:16]=2)=[CH:10][N:9]=1)=O)(C)(C)C.[H-].[H-].[H-].[H-].[Li+].[Al+3]. The catalyst is C1COCC1. The product is [C:25]([O:24][C:22](=[O:23])[NH:21][C:18]1[CH:17]=[CH:16][C:15]([O:14][C:11]2[CH:10]=[N:9][C:8]([CH2:6][OH:5])=[CH:13][CH:12]=2)=[CH:20][CH:19]=1)([CH3:28])([CH3:26])[CH3:27]. The yield is 0.920. (3) The product is [CH3:1][C:2]1[C:3]2[CH:14]=[CH:13][CH:12]=[CH:11][C:4]=2[S:5][C:6]=1[CH2:7][OH:8]. The catalyst is C1COCC1. The yield is 0.830. The reactants are [CH3:1][C:2]1[C:3]2[CH:14]=[CH:13][CH:12]=[CH:11][C:4]=2[S:5][C:6]=1[C:7](OC)=[O:8].[H-].[Al+3].[Li+].[H-].[H-].[H-].O.O.O.O.O.O.O.O.O.O.S([O-])([O-])(=O)=O.[Na+].[Na+]. (4) The reactants are [CH3:1][N:2]1[CH2:7][CH2:6][N:5]([C:8]2[CH:9]=[N:10][CH:11]=[C:12]([N+:15]([O-])=O)[C:13]=2[NH2:14])[CH2:4][CH2:3]1. The catalyst is CO.[Pd]. The product is [CH3:1][N:2]1[CH2:3][CH2:4][N:5]([C:8]2[C:13]([NH2:14])=[C:12]([NH2:15])[CH:11]=[N:10][CH:9]=2)[CH2:6][CH2:7]1. The yield is 0.990. (5) The reactants are C([O-])(=O)C.[Na+].[Cl:6][C:7]1[CH:8]=[C:9]([S:14]([NH:17][C:18]2[CH:23]=[CH:22][CH:21]=[CH:20][C:19]=2[C:24]2[CH:29]=[CH:28][C:27]([F:30])=[CH:26][CH:25]=2)(=[O:16])=[O:15])[CH:10]=[CH:11][C:12]=1[Cl:13].[C:31]([O:35][CH3:36])(=[O:34])[CH:32]=[CH2:33]. The catalyst is C([O-])(=O)C.[Pd+2].C([O-])(=O)C.O.C([O-])(=O)C.[Cu+2].C([O-])(=O)C.CN(C)C=O. The product is [CH3:36][O:35][C:31](=[O:34])[CH2:32][CH:33]1[C:25]2[C:24](=[CH:29][CH:28]=[C:27]([F:30])[CH:26]=2)[C:19]2[CH:20]=[CH:21][CH:22]=[CH:23][C:18]=2[N:17]1[S:14]([C:9]1[CH:10]=[CH:11][C:12]([Cl:13])=[C:7]([Cl:6])[CH:8]=1)(=[O:15])=[O:16]. The yield is 0.440. (6) The reactants are [CH3:1][O:2][C:3]1[N:8]=[CH:7][C:6]([N:9]2[C:13]([C:14]3[CH:19]=[CH:18][C:17]([CH3:20])=[CH:16][N:15]=3)=[CH:12][C:11]([C:21]([O:23]CC)=[O:22])=[N:10]2)=[CH:5][CH:4]=1.[OH-].[Na+]. The catalyst is CO. The product is [CH3:1][O:2][C:3]1[N:8]=[CH:7][C:6]([N:9]2[C:13]([C:14]3[CH:19]=[CH:18][C:17]([CH3:20])=[CH:16][N:15]=3)=[CH:12][C:11]([C:21]([OH:23])=[O:22])=[N:10]2)=[CH:5][CH:4]=1. The yield is 0.860. (7) The reactants are [H-].[Na+].Cl[C:4]1[CH:9]=[C:8]([Cl:10])[N:7]=[C:6]([C:11]2[S:12][CH:13]=[C:14]([C:16]([F:19])([F:18])[F:17])[N:15]=2)[N:5]=1.[CH3:20][O:21][C:22]1[CH:29]=[CH:28][C:25]([CH2:26][OH:27])=[CH:24][CH:23]=1.C([O-])(O)=O.[Na+]. No catalyst specified. The product is [Cl:10][C:8]1[CH:9]=[C:4]([O:27][CH2:26][C:25]2[CH:28]=[CH:29][C:22]([O:21][CH3:20])=[CH:23][CH:24]=2)[N:5]=[C:6]([C:11]2[S:12][CH:13]=[C:14]([C:16]([F:19])([F:18])[F:17])[N:15]=2)[N:7]=1. The yield is 0.890. (8) The reactants are [CH2:1]([O:3][C:4](=[O:21])[CH2:5][CH:6](C)[C:7](C1C=CC(OCCCCl)=CC=1)=[O:8])[CH3:2].C([O-])([O-])=O.[K+].[K+]. The catalyst is CC#N.C(Cl)Cl. The product is [CH2:1]([O:3][C:4](=[O:21])[CH2:5][CH2:6][CH:7]=[O:8])[CH3:2]. The yield is 1.00. (9) The reactants are [CH2:1]([O:4][C:5]1([CH3:50])[CH2:10][CH2:9][N:8]([C:11]2[N:16]3[CH:17]=[C:18]([C:20]4[CH:21]=[C:22]([C:26]5[CH:31]=[CH:30][C:29]([F:32])=[CH:28][C:27]=5[O:33][C@H:34]([CH2:36]C=C)[CH3:35])[CH:23]=[CH:24][CH:25]=4)[N:19]=[C:15]3[CH:14]=[C:13]([CH3:39])[C:12]=2[C@H:40]([O:45][C:46]([CH3:49])([CH3:48])[CH3:47])[C:41]([O:43][CH3:44])=[O:42])[CH2:7][CH2:6]1)[CH:2]=[CH2:3]. The catalyst is ClCCCl.CC1C=C(C)C(N2C(=[Ru](Cl)(Cl)=CC3C=CC=CC=3OC(C)C)N(C3C(C)=CC(C)=CC=3C)CC2)=C(C)C=1. The product is [C:46]([O:45][C@@H:40]([C:12]1[C:13]([CH3:39])=[CH:14][C:15]2=[N:19][C:18]3=[CH:17][N:16]2[C:11]=1[N:8]1[CH2:7][CH2:6][C:5]([CH3:50])([O:4][CH2:1][CH:2]=[CH:3][CH2:36][C@H:34]([CH3:35])[O:33][C:27]2[CH:28]=[C:29]([F:32])[CH:30]=[CH:31][C:26]=2[C:22]2[CH:21]=[C:20]3[CH:25]=[CH:24][CH:23]=2)[CH2:10][CH2:9]1)[C:41]([O:43][CH3:44])=[O:42])([CH3:48])([CH3:47])[CH3:49]. The yield is 0.990.